From a dataset of Reaction yield outcomes from USPTO patents with 853,638 reactions. Predict the reaction yield, written as a fraction of the theoretical maximum amount of product (1.0 means a 100% yield; for example, 0.34 means a 34% yield). (1) The reactants are O=P(Cl)(Cl)[Cl:3].[F:6][C:7]1[CH:8]=[C:9]2[C:14](=[CH:15][C:16]=1[F:17])[N:13]=[CH:12][N:11]=[C:10]2O.C(N(CC)CC)C. No catalyst specified. The product is [Cl:3][C:10]1[C:9]2[C:14](=[CH:15][C:16]([F:17])=[C:7]([F:6])[CH:8]=2)[N:13]=[CH:12][N:11]=1. The yield is 0.870. (2) The reactants are [CH3:1][C:2]1[O:3][CH:4]=[CH:5][C:6]=1[C:7](=O)[CH2:8][C:9]#[N:10].[ClH:12].[C:13]1([CH3:21])[CH:18]=[CH:17][C:16]([NH:19][NH2:20])=[CH:15][CH:14]=1. The catalyst is CO. The product is [ClH:12].[CH3:1][C:2]1[O:3][CH:4]=[CH:5][C:6]=1[C:7]1[CH:8]=[C:9]([NH2:10])[N:19]([C:16]2[CH:17]=[CH:18][C:13]([CH3:21])=[CH:14][CH:15]=2)[N:20]=1. The yield is 0.960. (3) The reactants are [F:1][C:2]1[CH:3]=[C:4]([C@@H:9]2[CH2:13][N:12]([CH2:14][CH2:15][O:16][CH3:17])[CH2:11][C@H:10]2[NH:18][C:19](=[O:37])[NH:20][C:21]2[N:25]([C:26]3[CH:31]=[CH:30][CH:29]=[CH:28][CH:27]=3)[N:24]=[CH:23][C:22]=2[C:32](OCC)=[O:33])[CH:5]=[CH:6][C:7]=1[F:8].[H-].[Al+3].[Li+].[H-].[H-].[H-]. The catalyst is C1COCC1. The product is [F:1][C:2]1[CH:3]=[C:4]([C@@H:9]2[CH2:13][N:12]([CH2:14][CH2:15][O:16][CH3:17])[CH2:11][C@H:10]2[NH:18][C:19]([NH:20][C:21]2[N:25]([C:26]3[CH:31]=[CH:30][CH:29]=[CH:28][CH:27]=3)[N:24]=[CH:23][C:22]=2[CH2:32][OH:33])=[O:37])[CH:5]=[CH:6][C:7]=1[F:8]. The yield is 0.110. (4) The reactants are [NH:1]([C:5]1[CH:13]=[CH:12][C:8]([C:9]([OH:11])=[O:10])=[CH:7][N:6]=1)[C:2]([NH2:4])=[S:3].Br[CH:15]([CH:18]=O)[CH:16]=[O:17].C([O-])(=O)C.[Na+]. The catalyst is C(O)(=O)C.O. The product is [CH:16]([C:15]1[S:3][C:2]([NH:1][C:5]2[CH:13]=[CH:12][C:8]([C:9]([OH:11])=[O:10])=[CH:7][N:6]=2)=[N:4][CH:18]=1)=[O:17]. The yield is 0.960. (5) The reactants are Br[CH2:2][C:3]([O:5][CH2:6][CH3:7])=[O:4].[NH:8]1[CH:12]=[N:11][C:10]([C:13]#[N:14])=[N:9]1. No catalyst specified. The product is [C:13]([C:10]1[N:11]=[CH:12][N:8]([CH2:2][C:3]([O:5][CH2:6][CH3:7])=[O:4])[N:9]=1)#[N:14]. The yield is 0.840. (6) The reactants are C([O:9][CH2:10][CH2:11][O:12][C:13]1[CH:14]=[N:15][CH:16]=[CH:17][C:18]=1[CH2:19][NH:20][C:21](=[O:42])[CH2:22][N:23]1[C:28](=[O:29])[C:27]([Cl:30])=[C:26]([NH:31][C@@H:32]2[CH2:37][C@@H:36]3[CH2:38][C@@H:34]([C:35]3([CH3:40])[CH3:39])[C@H:33]2[CH3:41])[CH:25]=[N:24]1)(=O)C1C=CC=CC=1.[OH-].[Na+]. The catalyst is CO. The product is [Cl:30][C:27]1[C:28](=[O:29])[N:23]([CH2:22][C:21]([NH:20][CH2:19][C:18]2[CH:17]=[CH:16][N:15]=[CH:14][C:13]=2[O:12][CH2:11][CH2:10][OH:9])=[O:42])[N:24]=[CH:25][C:26]=1[NH:31][C@@H:32]1[CH2:37][C@@H:36]2[CH2:38][C@@H:34]([C:35]2([CH3:40])[CH3:39])[C@H:33]1[CH3:41]. The yield is 1.00. (7) The reactants are [CH2:1]([C:4]1([S:7]([NH:10][C:11]2[CH:16]=[CH:15][C:14]([F:17])=[C:13]([F:18])[C:12]=2[NH:19][C:20]2[CH:25]=[CH:24][C:23]([I:26])=[CH:22][C:21]=2[F:27])(=[O:9])=[O:8])[CH2:6][CH2:5]1)C=C.C[N+]1([O-])CC[O:32]CC1.CCO[C:39]([CH3:41])=[O:40]. The catalyst is C1COCC1.O.[Os](=O)(=O)(=O)=O. The product is [F:18][C:13]1[C:12]([NH:19][C:20]2[CH:25]=[CH:24][C:23]([I:26])=[CH:22][C:21]=2[F:27])=[C:11]([NH:10][S:7]([C:4]2([CH2:1][CH:39]([OH:40])[CH2:41][OH:32])[CH2:6][CH2:5]2)(=[O:8])=[O:9])[CH:16]=[CH:15][C:14]=1[F:17]. The yield is 0.790. (8) The reactants are [Cl:1][C:2]1[CH:17]=[CH:16][C:5]([O:6][C:7]2[CH:12]=[CH:11][C:10]([CH:13](O)[CH3:14])=[CH:9][CH:8]=2)=[C:4]([N+:18]([O-:20])=[O:19])[CH:3]=1.C1(P([N:35]=[N+:36]=[N-:37])(C2C=CC=CC=2)=O)C=CC=CC=1.O. The catalyst is C1(C)C=CC=CC=1. The product is [N:35]([CH:13]([C:10]1[CH:11]=[CH:12][C:7]([O:6][C:5]2[CH:16]=[CH:17][C:2]([Cl:1])=[CH:3][C:4]=2[N+:18]([O-:20])=[O:19])=[CH:8][CH:9]=1)[CH3:14])=[N+:36]=[N-:37]. The yield is 0.940. (9) The reactants are [OH:1][NH2:2].C([O:5][C:6](=O)[CH2:7][CH2:8][CH2:9][CH2:10][CH2:11][CH2:12][N:13]([C:20]1[CH:25]=[C:24]([CH3:26])[CH:23]=[CH:22][N:21]=1)[C:14]1[CH:19]=[CH:18][CH:17]=[CH:16][N:15]=1)C. The catalyst is CO. The product is [OH:1][NH:2][C:6](=[O:5])[CH2:7][CH2:8][CH2:9][CH2:10][CH2:11][CH2:12][N:13]([C:20]1[CH:25]=[C:24]([CH3:26])[CH:23]=[CH:22][N:21]=1)[C:14]1[CH:19]=[CH:18][CH:17]=[CH:16][N:15]=1. The yield is 0.470.